This data is from Full USPTO retrosynthesis dataset with 1.9M reactions from patents (1976-2016). The task is: Predict the reactants needed to synthesize the given product. (1) Given the product [CH2:40]([N:42]([CH2:43][CH3:44])[CH2:13][CH2:12][CH2:11][CH2:10][CH2:9][C@H:6]1[CH2:5][CH2:4][C@H:3]([N:2]([CH3:1])[S:34]([C:31]2[CH:32]=[CH:33][C:28]([C:27]([F:39])([F:38])[F:26])=[CH:29][CH:30]=2)(=[O:36])=[O:35])[CH2:8][CH2:7]1)[CH3:41], predict the reactants needed to synthesize it. The reactants are: [CH3:1][NH:2][C@H:3]1[CH2:8][CH2:7][C@H:6]([CH2:9][CH2:10][CH2:11][CH2:12][CH2:13]OS(C)(=O)=O)[CH2:5][CH2:4]1.FC(F)(F)C(O)=O.[F:26][C:27]([F:39])([F:38])[C:28]1[CH:33]=[CH:32][C:31]([S:34](Cl)(=[O:36])=[O:35])=[CH:30][CH:29]=1.[CH2:40]([NH:42][CH2:43][CH3:44])[CH3:41]. (2) The reactants are: [Cl:1][C:2]1[N:7]=[C:6]([NH:8][C:9]2[CH:14]=[CH:13][C:12]([C@@H:15]3[O:20][CH2:19][CH2:18][N:17](C(OC(C)(C)C)=O)[CH2:16]3)=[CH:11][CH:10]=2)[C:5]([Cl:28])=[CH:4][N:3]=1.Cl.CCOCC. Given the product [ClH:1].[Cl:1][C:2]1[N:7]=[C:6]([NH:8][C:9]2[CH:10]=[CH:11][C:12]([C@@H:15]3[O:20][CH2:19][CH2:18][NH:17][CH2:16]3)=[CH:13][CH:14]=2)[C:5]([Cl:28])=[CH:4][N:3]=1, predict the reactants needed to synthesize it. (3) Given the product [CH2:29]([O:36][C:37]1[CH:42]=[CH:41][C:40]([O:27][CH2:26][CH2:25][N:24]([CH3:28])[CH3:23])=[CH:39][CH:38]=1)[C:30]1[CH:35]=[CH:34][CH:33]=[CH:32][CH:31]=1, predict the reactants needed to synthesize it. The reactants are: NC1N(C(OC(C)(C)C)=O)N=C(C2C=CC(O)=CC=2)C=1C#N.[CH3:23][N:24]([CH3:28])[CH2:25][CH2:26][OH:27].[CH2:29]([O:36][C:37]1[CH:42]=[CH:41][C:40](O)=[CH:39][CH:38]=1)[C:30]1[CH:35]=[CH:34][CH:33]=[CH:32][CH:31]=1. (4) Given the product [N:14]1([CH2:17][C@@H:18]2[O:23][CH2:22][CH2:21][N:20]([C:24]([O:26][C:27]([CH3:30])([CH3:29])[CH3:28])=[O:25])[CH2:19]2)[CH2:15][CH2:16][NH:11][CH2:12][CH2:13]1, predict the reactants needed to synthesize it. The reactants are: C(OC([N:11]1[CH2:16][CH2:15][N:14]([CH2:17][C@@H:18]2[O:23][CH2:22][CH2:21][N:20]([C:24]([O:26][C:27]([CH3:30])([CH3:29])[CH3:28])=[O:25])[CH2:19]2)[CH2:13][CH2:12]1)=O)C1C=CC=CC=1.